Dataset: Forward reaction prediction with 1.9M reactions from USPTO patents (1976-2016). Task: Predict the product of the given reaction. (1) Given the reactants [BH4-].[Na+].[F:3][C:4]1[CH:9]=[C:8]([N:10]([S:31]([C:34]2[CH:39]=[CH:38][CH:37]=[CH:36][C:35]=2[N+:40]([O-:42])=[O:41])(=[O:33])=[O:32])[CH2:11][C:12]2[CH:21]=[CH:20][CH:19]=[C:18]3[C:13]=2[CH2:14][CH2:15][CH2:16][N:17]3[CH2:22][C:23](=[O:30])[C:24]2[CH:29]=[CH:28][CH:27]=[CH:26][CH:25]=2)[CH:7]=[CH:6][C:5]=1[CH2:43][CH2:44][C:45]([O:47][CH2:48][CH3:49])=[O:46].C(O)C.C1COCC1, predict the reaction product. The product is: [F:3][C:4]1[CH:9]=[C:8]([N:10]([CH2:11][C:12]2[CH:21]=[CH:20][CH:19]=[C:18]3[C:13]=2[CH2:14][CH2:15][CH2:16][N:17]3[CH2:22][CH:23]([OH:30])[C:24]2[CH:29]=[CH:28][CH:27]=[CH:26][CH:25]=2)[S:31]([C:34]2[CH:39]=[CH:38][CH:37]=[CH:36][C:35]=2[N+:40]([O-:42])=[O:41])(=[O:33])=[O:32])[CH:7]=[CH:6][C:5]=1[CH2:43][CH2:44][C:45]([O:47][CH2:48][CH3:49])=[O:46]. (2) Given the reactants [NH2:1][C:2]1[N:7]=[CH:6][N:5]=[C:4]([NH:8][C@H:9]([C:11]2[N:16]([C:17]3[CH:22]=[CH:21][CH:20]=[CH:19][CH:18]=3)[C:15](=[O:23])[C:14]3=[C:24]([CH3:27])[CH:25]=[CH:26][N:13]3[N:12]=2)[CH3:10])[C:3]=1Br.CC1(C)C(C)(C)OB([C:37]2[CH:45]=[CH:44][CH:43]=[C:42]3[C:38]=2[CH:39]=[CH:40][NH:41]3)O1.C(=O)([O-])[O-].[Na+].[Na+], predict the reaction product. The product is: [NH2:1][C:2]1[N:7]=[CH:6][N:5]=[C:4]([NH:8][C@H:9]([C:11]2[N:16]([C:17]3[CH:22]=[CH:21][CH:20]=[CH:19][CH:18]=3)[C:15](=[O:23])[C:14]3=[C:24]([CH3:27])[CH:25]=[CH:26][N:13]3[N:12]=2)[CH3:10])[C:3]=1[C:37]1[CH:45]=[CH:44][CH:43]=[C:42]2[C:38]=1[CH:39]=[CH:40][NH:41]2. (3) Given the reactants [CH2:1]([C:3]1[C:12]2[C:7](=[CH:8][CH:9]=[C:10]([O:13][CH3:14])[CH:11]=2)[O:6][CH:5]([C:15]2[CH:20]=[CH:19][C:18]([OH:21])=[CH:17][CH:16]=2)[C:4]=1[C:22]1[CH:27]=[CH:26][CH:25]=[C:24]([O:28][CH3:29])[CH:23]=1)[CH3:2].[F:30][CH2:31][CH:32]1[CH2:35][N:34]([CH2:36][CH2:37]O)[CH2:33]1.C1(P(C2C=CC=CC=2)C2C=CC=CC=2)C=CC=CC=1.N(C(OC(C)C)=O)=NC(OC(C)C)=O, predict the reaction product. The product is: [CH2:1]([C:3]1[C:12]2[C:7](=[CH:8][CH:9]=[C:10]([O:13][CH3:14])[CH:11]=2)[O:6][CH:5]([C:15]2[CH:20]=[CH:19][C:18]([O:21][CH2:37][CH2:36][N:34]3[CH2:35][CH:32]([CH2:31][F:30])[CH2:33]3)=[CH:17][CH:16]=2)[C:4]=1[C:22]1[CH:27]=[CH:26][CH:25]=[C:24]([O:28][CH3:29])[CH:23]=1)[CH3:2]. (4) Given the reactants [C:1]([O:5][C:6]([NH:8][CH:9]([CH2:13][C:14]1[CH:19]=[CH:18][C:17]([I:20])=[CH:16][CH:15]=1)[C:10]([OH:12])=[O:11])=[O:7])([CH3:4])([CH3:3])[CH3:2].[C:21]([O-])([O-])=O.[K+].[K+].IC, predict the reaction product. The product is: [CH3:21][O:11][C:10](=[O:12])[CH:9]([NH:8][C:6]([O:5][C:1]([CH3:4])([CH3:2])[CH3:3])=[O:7])[CH2:13][C:14]1[CH:19]=[CH:18][C:17]([I:20])=[CH:16][CH:15]=1. (5) Given the reactants [Cl:1][C:2]1[CH:7]=[C:6]([NH:8][CH:9]2[CH2:11][CH2:10]2)[N:5]2[N:12]=[CH:13][C:14]([CH:15]=[O:16])=[C:4]2[N:3]=1.C(N(CC)CC)C.CN(C1C=CC=CN=1)C.[C:33]([O:37][C:38](O[C:38]([O:37][C:33]([CH3:36])([CH3:35])[CH3:34])=[O:39])=[O:39])([CH3:36])([CH3:35])[CH3:34], predict the reaction product. The product is: [Cl:1][C:2]1[CH:7]=[C:6]([N:8]([CH:9]2[CH2:11][CH2:10]2)[C:38](=[O:39])[O:37][C:33]([CH3:36])([CH3:35])[CH3:34])[N:5]2[N:12]=[CH:13][C:14]([CH:15]=[O:16])=[C:4]2[N:3]=1. (6) Given the reactants [CH3:1][CH:2]([CH3:17])[CH2:3][CH2:4][S:5][C:6]1[CH:11]=[CH:10][CH:9]=[CH:8][C:7]=1/[CH:12]=[CH:13]/[C:14]([OH:16])=O.[NH2:18][CH2:19][CH2:20][CH2:21][OH:22], predict the reaction product. The product is: [OH:22][CH2:21][CH2:20][CH2:19][NH:18][C:14](=[O:16])/[CH:13]=[CH:12]/[C:7]1[CH:8]=[CH:9][CH:10]=[CH:11][C:6]=1[S:5][CH2:4][CH2:3][CH:2]([CH3:1])[CH3:17].